Dataset: Forward reaction prediction with 1.9M reactions from USPTO patents (1976-2016). Task: Predict the product of the given reaction. (1) Given the reactants [CH3:1][N:2]([C:30]1[CH:35]=[CH:34][C:33]([F:36])=[CH:32][CH:31]=1)[C:3]([C:5]1[C:10]([N:11]([S:15]([C:18]2[CH:23]=[CH:22][C:21]([Cl:24])=[C:20]([C:25]([F:28])([F:27])[F:26])[CH:19]=2)(=[O:17])=[O:16])COC)=[CH:9][C:8]([Cl:29])=[CH:7][N:6]=1)=[O:4].Cl, predict the reaction product. The product is: [CH3:1][N:2]([C:30]1[CH:35]=[CH:34][C:33]([F:36])=[CH:32][CH:31]=1)[C:3]([C:5]1[C:10]([NH:11][S:15]([C:18]2[CH:23]=[CH:22][C:21]([Cl:24])=[C:20]([C:25]([F:28])([F:26])[F:27])[CH:19]=2)(=[O:17])=[O:16])=[CH:9][C:8]([Cl:29])=[CH:7][N:6]=1)=[O:4]. (2) Given the reactants [Br:1][C:2]1[CH:3]=[C:4]2[C:11](=[CH:12][CH:13]=1)[O:10][CH2:9][C:6]1([CH2:8][CH2:7]1)[C:5]2([NH:19]S(C(C)(C)C)=O)[C:14]([F:18])([F:17])[CH2:15][OH:16].Cl.O1CCOCC1.C([O-])(O)=O.[Na+].O, predict the reaction product. The product is: [NH2:19][C:5]1([C:14]([F:18])([F:17])[CH2:15][OH:16])[C:6]2([CH2:8][CH2:7]2)[CH2:9][O:10][C:11]2[C:4]1=[CH:3][C:2]([Br:1])=[CH:13][CH:12]=2. (3) Given the reactants [CH3:1][CH:2]([C:11]1[CH:33]=[CH:32][C:14]([CH2:15][O:16][CH2:17][CH2:18][O:19][CH2:20][CH2:21][O:22][CH2:23][CH2:24][O:25]C2CCCCO2)=[CH:13][CH:12]=1)[CH2:3][CH2:4][CH2:5][CH2:6][CH2:7][CH2:8][CH2:9][CH3:10].CC1C=CC(S(O)(=O)=O)=CC=1.O, predict the reaction product. The product is: [CH3:1][CH:2]([C:11]1[CH:33]=[CH:32][C:14]([CH2:15][O:16][CH2:17][CH2:18][O:19][CH2:20][CH2:21][O:22][CH2:23][CH2:24][OH:25])=[CH:13][CH:12]=1)[CH2:3][CH2:4][CH2:5][CH2:6][CH2:7][CH2:8][CH2:9][CH3:10]. (4) Given the reactants [C:1]1(=O)[C:13]2[C:5]([C:6]3[C:11]([CH:12]=2)=[CH:10][CH:9]=[CH:8][CH:7]=3)=[CH:4][CH:3]=[CH:2]1.[CH3:15][C:16]1[CH:21]=[CH:20][CH:19]=[CH:18][C:17]=1[OH:22].Cl.[OH-:24].[Na+], predict the reaction product. The product is: [OH:22][C:17]1[CH:18]=[CH:19][C:20]([C:13]2([C:1]3[CH:2]=[CH:3][C:6]([OH:24])=[C:5]([CH3:13])[CH:4]=3)[C:5]3[CH:4]=[CH:9][CH:8]=[CH:7][C:6]=3[C:11]3[C:12]2=[CH:1][CH:2]=[CH:3][CH:10]=3)=[CH:21][C:16]=1[CH3:15]. (5) The product is: [CH3:1][S:2][C:3]1[N:8]=[C:7]([NH:9][CH2:10][C:11]2[CH:16]=[CH:15][C:14]([O:17][CH3:18])=[C:13]([Cl:19])[CH:12]=2)[C:6]([C:20](=[O:22])[NH:30][CH2:29][C:24]2[CH:25]=[CH:26][CH:27]=[CH:28][N:23]=2)=[CH:5][N:4]=1. Given the reactants [CH3:1][S:2][C:3]1[N:8]=[C:7]([NH:9][CH2:10][C:11]2[CH:16]=[CH:15][C:14]([O:17][CH3:18])=[C:13]([Cl:19])[CH:12]=2)[C:6]([C:20]([OH:22])=O)=[CH:5][N:4]=1.[N:23]1[CH:28]=[CH:27][CH:26]=[CH:25][C:24]=1[CH2:29][NH2:30].ON1C2C=CC=CC=2N=N1.Cl.ClCCCl, predict the reaction product. (6) Given the reactants C(O)(C)C.[NH2:5][C:6]1[CH:11]=[CH:10][C:9]([N:12]2[CH2:17][CH2:16][O:15][CH2:14][C:13]2=[O:18])=[CH:8][CH:7]=1.[O:19]1[CH2:21][C@@H:20]1[CH2:22][N:23]1[C:31](=[O:32])[C:30]2[C:25](=[CH:26][CH:27]=[CH:28][CH:29]=2)[C:24]1=[O:33], predict the reaction product. The product is: [OH:19][C@H:20]([CH2:21][NH:5][C:6]1[CH:7]=[CH:8][C:9]([N:12]2[CH2:17][CH2:16][O:15][CH2:14][C:13]2=[O:18])=[CH:10][CH:11]=1)[CH2:22][N:23]1[C:24](=[O:33])[C:25]2[C:30](=[CH:29][CH:28]=[CH:27][CH:26]=2)[C:31]1=[O:32]. (7) The product is: [CH2:38]([O:37][C:35](=[O:36])[CH2:34][CH:30]1[C:31]2[C:26](=[CH:25][C:24](/[CH:10]=[CH:9]/[C:6]3[CH:7]=[CH:8][C:3]([C:2]([F:15])([F:14])[F:1])=[CH:4][CH:5]=3)=[CH:33][CH:32]=2)[CH2:27][CH2:28][CH2:29]1)[CH3:39]. Given the reactants [F:1][C:2]([F:15])([F:14])[C:3]1[CH:8]=[CH:7][C:6](/[CH:9]=[CH:10]/B(O)O)=[CH:5][CH:4]=1.[F-].[Cs+].FC(F)(F)S(O[C:24]1[CH:25]=[C:26]2[C:31](=[CH:32][CH:33]=1)[CH:30]([CH2:34][C:35]([O:37][CH2:38][CH3:39])=[O:36])[CH2:29][CH2:28][CH2:27]2)(=O)=O, predict the reaction product.